Dataset: Catalyst prediction with 721,799 reactions and 888 catalyst types from USPTO. Task: Predict which catalyst facilitates the given reaction. (1) Reactant: [NH2:1][C:2]1[CH:7]=[C:6]([C:8]([F:11])([F:10])[F:9])[CH:5]=[CH:4][C:3]=1[CH:12]([C:16]#[N:17])[C:13]([NH2:15])=[O:14]. Product: [NH2:17][C:16]1[NH:1][C:2]2[C:3]([C:12]=1[C:13]([NH2:15])=[O:14])=[CH:4][CH:5]=[C:6]([C:8]([F:9])([F:10])[F:11])[CH:7]=2. The catalyst class is: 12. (2) Reactant: F.F.F.C(N(CC)CC)C.[Si](OCCOC1C=C(F)C([C:28]2[NH:37][C:36](=[O:38])[C:35]3[C:30](=[CH:31][C:32]([O:41][CH3:42])=[CH:33][C:34]=3[O:39][CH3:40])[N:29]=2)=NC=1)(C(C)(C)C)(C)C. Product: [CH3:40][O:39][C:34]1[CH:33]=[C:32]([O:41][CH3:42])[CH:31]=[C:30]2[C:35]=1[C:36](=[O:38])[NH:37][CH:28]=[N:29]2. The catalyst class is: 1. (3) Reactant: [CH3:1][C:2]([CH3:26])([CH3:25])[C:3]#[C:4][C:5]1[S:9][C:8]([C:10]([O:12][CH3:13])=[O:11])=[C:7]([NH:14][CH:15]([CH2:17][C:18](=[O:24])[N:19]2[CH2:23][CH2:22][CH2:21][CH2:20]2)[CH3:16])[CH:6]=1.[CH3:27][C@H:28]1[CH2:33][CH2:32][C@H:31]([C:34](Cl)=[O:35])[CH2:30][CH2:29]1.N1C=CC=CC=1. Product: [CH3:26][C:2]([CH3:25])([CH3:1])[C:3]#[C:4][C:5]1[S:9][C:8]([C:10]([O:12][CH3:13])=[O:11])=[C:7]([N:14]([CH:15]([CH2:17][C:18](=[O:24])[N:19]2[CH2:20][CH2:21][CH2:22][CH2:23]2)[CH3:16])[C:34]([C@H:31]2[CH2:32][CH2:33][C@H:28]([CH3:27])[CH2:29][CH2:30]2)=[O:35])[CH:6]=1. The catalyst class is: 279.